This data is from Reaction yield outcomes from USPTO patents with 853,638 reactions. The task is: Predict the reaction yield, written as a fraction of the theoretical maximum amount of product (1.0 means a 100% yield; for example, 0.34 means a 34% yield). The reactants are Br[C:2]1[CH:7]=[CH:6][C:5]([C:8]2[NH:9][C:10](=[O:24])[C:11]3[C:16]([CH:17]4[CH2:22][CH2:21][CH2:20][CH2:19][CH2:18]4)=[N:15][N:14]([CH3:23])[C:12]=3[N:13]=2)=[C:4]([O:25][CH2:26][CH3:27])[CH:3]=1.[CH3:28][O:29][CH2:30][CH2:31][NH2:32]. No catalyst specified. The product is [CH:17]1([C:16]2[C:11]3[C:10](=[O:24])[NH:9][C:8]([C:5]4[CH:6]=[CH:7][C:2]([NH:32][CH2:31][CH2:30][O:29][CH3:28])=[CH:3][C:4]=4[O:25][CH2:26][CH3:27])=[N:13][C:12]=3[N:14]([CH3:23])[N:15]=2)[CH2:22][CH2:21][CH2:20][CH2:19][CH2:18]1. The yield is 0.310.